This data is from Forward reaction prediction with 1.9M reactions from USPTO patents (1976-2016). The task is: Predict the product of the given reaction. Given the reactants Br[C:2]1[C:11]2[C:6](=[CH:7][CH:8]=[C:9]([O:12][CH3:13])[CH:10]=2)[C:5](=[O:14])[NH:4][CH:3]=1.[CH3:15][C@@H:16]1[O:21][C@H:20]([CH3:22])[CH2:19][NH:18][CH2:17]1.CCN(C(C)C)C(C)C, predict the reaction product. The product is: [CH3:22][CH:20]1[CH2:19][N:18]([C:2]2[C:11]3[C:6](=[CH:7][CH:8]=[C:9]([O:12][CH3:13])[CH:10]=3)[C:5](=[O:14])[NH:4][CH:3]=2)[CH2:17][CH:16]([CH3:15])[O:21]1.